This data is from Full USPTO retrosynthesis dataset with 1.9M reactions from patents (1976-2016). The task is: Predict the reactants needed to synthesize the given product. (1) Given the product [CH2:21]([S:1][C:2]1[S:3][C:4]2[CH2:13][C:12]3[C:11]([O:14][CH2:15][C:16]([OH:18])=[O:17])=[CH:10][CH:9]=[CH:8][C:7]=3[C:5]=2[N:6]=1)[C:22]1[CH:27]=[CH:26][CH:25]=[CH:24][CH:23]=1, predict the reactants needed to synthesize it. The reactants are: [SH:1][C:2]1[S:3][C:4]2[CH2:13][C:12]3[C:11]([O:14][CH2:15][C:16]([O:18]CC)=[O:17])=[CH:10][CH:9]=[CH:8][C:7]=3[C:5]=2[N:6]=1.[CH2:21](Br)[C:22]1[CH:27]=[CH:26][CH:25]=[CH:24][CH:23]=1. (2) Given the product [Cl:1][C:2]1[CH:3]=[CH:4][C:5]([CH:23]=[O:24])=[C:6]2[C:10]=1[N:9]=[C:8]1[N:11]([C:15]3[CH:20]=[CH:19][C:18]([Br:21])=[CH:17][C:16]=3[CH3:22])[CH2:12][CH2:13][CH2:14][N:7]21, predict the reactants needed to synthesize it. The reactants are: [Cl:1][C:2]1[C:10]2[N:9]=[C:8]3[N:11]([C:15]4[CH:20]=[CH:19][C:18]([Br:21])=[CH:17][C:16]=4[CH3:22])[CH2:12][CH2:13][CH2:14][N:7]3[C:6]=2[C:5]([CH2:23][OH:24])=[CH:4][CH:3]=1.CC(OI1(OC(C)=O)(OC(C)=O)OC(=O)C2C=CC=CC1=2)=O. (3) Given the product [CH:12](=[C:6]([CH2:7][OH:8])[C:5]([OH:19])=[O:4])[C:13]1[CH:18]=[CH:17][CH:16]=[CH:15][CH:14]=1, predict the reactants needed to synthesize it. The reactants are: [OH-].[Na+].C[O:4][C:5](=[O:19])[C:6](=[CH:12][C:13]1[CH:18]=[CH:17][CH:16]=[CH:15][CH:14]=1)[CH2:7][O:8]C(=O)C. (4) Given the product [C:47]([N:4]1[CH2:3][CH2:2][N:1]([CH2:7][C:8]2[CH:9]=[C:10]([CH:39]=[CH:40][CH:41]=2)[C:11]([O:13][C:14]2[CH:15]=[CH:16][C:17]3[C:23]4[C:24]([O:32][CH3:33])=[C:25]([O:30][CH3:31])[C:26]([O:28][CH3:29])=[CH:27][C:22]=4[CH2:21][CH2:20][C@H:19]([NH:34][C:35](=[O:37])[CH3:36])[C:18]=3[CH:38]=2)=[O:12])[CH2:6][CH2:5]1)(=[O:48])[NH2:46], predict the reactants needed to synthesize it. The reactants are: [N:1]1([CH2:7][C:8]2[CH:9]=[C:10]([CH:39]=[CH:40][CH:41]=2)[C:11]([O:13][C:14]2[CH:15]=[CH:16][C:17]3[C:23]4[C:24]([O:32][CH3:33])=[C:25]([O:30][CH3:31])[C:26]([O:28][CH3:29])=[CH:27][C:22]=4[CH2:21][CH2:20][C@H:19]([NH:34][C:35](=[O:37])[CH3:36])[C:18]=3[CH:38]=2)=[O:12])[CH2:6][CH2:5][NH:4][CH2:3][CH2:2]1.C[Si]([N:46]=[C:47]=[O:48])(C)C. (5) Given the product [F:1][C:2]1[CH:3]=[C:4]([CH:8]=[CH:9][CH:10]=1)[C:5]([N:24]([O:25][CH3:26])[CH3:23])=[O:6], predict the reactants needed to synthesize it. The reactants are: [F:1][C:2]1[CH:3]=[C:4]([CH:8]=[CH:9][CH:10]=1)[C:5](O)=[O:6].CCN=C=NCCCN(C)C.Cl.[CH3:23][NH:24][O:25][CH3:26].Cl. (6) Given the product [I:6][C:7]1[CH:15]=[C:14]2[C:13](=[CH:9][CH:8]=1)[N:12]([CH2:16][CH2:17][CH3:18])[C:11](=[O:19])[C:30]2([O:31][CH3:32])[O:33][CH3:34], predict the reactants needed to synthesize it. The reactants are: S(=O)(=O)(O)O.[I:6][C:7]1[CH:8]=[C:9]2[C:13](=[CH:14][CH:15]=1)[N:12]([CH2:16][CH2:17][CH3:18])[C:11](=[O:19])C2=O.C(=O)([O-])O.[Na+].CO.CO[CH:30]([O:33][CH3:34])[O:31][CH3:32]. (7) Given the product [F:1][C:2]1[CH:3]=[C:4]([CH:5]=[C:6]([F:19])[C:7]=1[O:8][C:9]1[CH:14]=[N:13][C:12]([C:15]([F:17])([F:18])[F:16])=[N:11][CH:10]=1)[CH2:20][O:21][C:35]1[CH:36]=[C:37]2[NH:29][C:30]([CH3:41])([CH3:40])[CH2:31][N:32]2[C:33](=[O:39])[N:34]=1, predict the reactants needed to synthesize it. The reactants are: [F:1][C:2]1[CH:3]=[C:4]([CH2:20][OH:21])[CH:5]=[C:6]([F:19])[C:7]=1[O:8][C:9]1[CH:10]=[N:11][C:12]([C:15]([F:18])([F:17])[F:16])=[N:13][CH:14]=1.C(OC([N:29]1[C:37]2[N:32]([C:33](=[O:39])[N:34]=[C:35](Cl)[CH:36]=2)[CH2:31][C:30]1([CH3:41])[CH3:40])=O)(C)(C)C.